From a dataset of Reaction yield outcomes from USPTO patents with 853,638 reactions. Predict the reaction yield, written as a fraction of the theoretical maximum amount of product (1.0 means a 100% yield; for example, 0.34 means a 34% yield). (1) The reactants are [CH2:1]1[CH:9]2[CH:4]([CH2:5][N:6]([C:10]([O:12][C:13]([CH3:16])([CH3:15])[CH3:14])=[O:11])[CH2:7][CH2:8]2)[CH2:3][NH:2]1.Br[CH2:18][CH2:19][CH2:20][Cl:21].C([O-])([O-])=O.[K+].[K+]. The catalyst is CC(C)=O. The product is [Cl:21][CH2:20][CH2:19][CH2:18][N:2]1[CH2:1][CH:9]2[CH:4]([CH2:5][N:6]([C:10]([O:12][C:13]([CH3:16])([CH3:15])[CH3:14])=[O:11])[CH2:7][CH2:8]2)[CH2:3]1. The yield is 0.350. (2) The reactants are Cl[CH2:2][CH2:3][CH2:4][O:5][C:6]1[CH:15]=[C:14]2[C:9]([C:10]([NH:18][C:19]3[CH:24]=[C:23]([O:25][CH3:26])[C:22]([Cl:27])=[CH:21][C:20]=3[Cl:28])=[C:11]([C:16]#[N:17])[CH:12]=[N:13]2)=[CH:8][C:7]=1[O:29][CH3:30].[I-].[Na+].[CH2:33]([N:35]1[CH2:40][CH2:39][NH:38][CH2:37][CH2:36]1)[CH3:34]. The catalyst is COCCOC. The product is [Cl:28][C:20]1[CH:21]=[C:22]([Cl:27])[C:23]([O:25][CH3:26])=[CH:24][C:19]=1[NH:18][C:10]1[C:9]2[C:14](=[CH:15][C:6]([O:5][CH2:4][CH2:3][CH2:2][N:38]3[CH2:39][CH2:40][N:35]([CH2:33][CH3:34])[CH2:36][CH2:37]3)=[C:7]([O:29][CH3:30])[CH:8]=2)[N:13]=[CH:12][C:11]=1[C:16]#[N:17]. The yield is 0.440. (3) The yield is 0.850. The reactants are I[CH:2]1[CH2:7][CH2:6][O:5][CH2:4][CH2:3]1.[Br:8][C:9]1[CH:14]=[CH:13][C:12]([SH:15])=[CH:11][CH:10]=1.C(=O)([O-])[O-].[K+].[K+]. The catalyst is CN(C=O)C.CCOCC. The product is [Br:8][C:9]1[CH:14]=[CH:13][C:12]([S:15][CH:2]2[CH2:7][CH2:6][O:5][CH2:4][CH2:3]2)=[CH:11][CH:10]=1. (4) The reactants are Br[CH2:2][C:3]1[CH:8]=[CH:7][CH:6]=[CH:5][C:4]=1[F:9].[CH3:10][O:11][C:12]1[CH:13]=[C:14]([CH:17]=[CH:18][C:19]=1[OH:20])[CH:15]=[O:16].C([O-])([O-])=O.[K+].[K+]. The catalyst is CN(C=O)C. The product is [F:9][C:4]1[CH:5]=[CH:6][CH:7]=[CH:8][C:3]=1[CH2:2][O:20][C:19]1[CH:18]=[CH:17][C:14]([CH:15]=[O:16])=[CH:13][C:12]=1[O:11][CH3:10]. The yield is 1.00. (5) The reactants are [C:1]([O:5][C:6](=[O:15])[NH:7][C@H:8]1[CH2:13][CH2:12][C@@H:11]([NH2:14])[CH2:10][CH2:9]1)([CH3:4])([CH3:3])[CH3:2].[C:16]([NH:20][C:21]1[C:30]2[C:25](=[CH:26][CH:27]=[CH:28][CH:29]=2)[N:24]=[C:23](Cl)[N:22]=1)([CH3:19])([CH3:18])[CH3:17].C(N(C(C)C)CC)(C)C. The catalyst is CC(O)C. The product is [C:1]([O:5][C:6](=[O:15])[NH:7][CH:8]1[CH2:9][CH2:10][CH:11]([NH:14][C:23]2[N:22]=[C:21]([NH:20][C:16]([CH3:19])([CH3:18])[CH3:17])[C:30]3[C:25](=[CH:26][CH:27]=[CH:28][CH:29]=3)[N:24]=2)[CH2:12][CH2:13]1)([CH3:4])([CH3:2])[CH3:3]. The yield is 0.650.